From a dataset of Catalyst prediction with 721,799 reactions and 888 catalyst types from USPTO. Predict which catalyst facilitates the given reaction. (1) Reactant: N1C=CC=CC=1.[F:7][C:8]([F:20])([F:19])[O:9][C:10]1[CH:18]=[CH:17][C:13]([CH:14]=[N:15][OH:16])=[CH:12][CH:11]=1.[NH2:21][C:22]1[CH:29]=[CH:28][C:25]([CH:26]=[CH2:27])=[CH:24][CH:23]=1.C(N(CC)CC)C. Product: [F:7][C:8]([F:19])([F:20])[O:9][C:10]1[CH:18]=[CH:17][C:13]([C:14]2[CH2:27][CH:26]([C:25]3[CH:28]=[CH:29][C:22]([NH2:21])=[CH:23][CH:24]=3)[O:16][N:15]=2)=[CH:12][CH:11]=1. The catalyst class is: 22. (2) Reactant: [CH2:1]([O:3][C:4]1[CH:9]=[C:8]([N+:10]([O-:12])=[O:11])[CH:7]=[CH:6][C:5]=1[C:13]([NH:15][NH:16]C(OC(C)(C)C)=O)=[O:14])[CH3:2]. Product: [CH2:1]([O:3][C:4]1[CH:9]=[C:8]([N+:10]([O-:12])=[O:11])[CH:7]=[CH:6][C:5]=1[C:13]([NH:15][NH2:16])=[O:14])[CH3:2]. The catalyst class is: 89. (3) Reactant: C([O:3][C:4]([C:6]1[C:7]([NH:18][CH2:19][C:20]2[CH:25]=[CH:24][CH:23]=[CH:22][CH:21]=2)=[N:8][C:9]2[C:14]([C:15]=1[Cl:16])=[CH:13][C:12]([Br:17])=[CH:11][CH:10]=2)=[O:5])C.[OH-].[Na+].Cl. Product: [CH2:19]([NH:18][C:7]1[C:6]([C:4]([OH:5])=[O:3])=[C:15]([Cl:16])[C:14]2[C:9](=[CH:10][CH:11]=[C:12]([Br:17])[CH:13]=2)[N:8]=1)[C:20]1[CH:21]=[CH:22][CH:23]=[CH:24][CH:25]=1. The catalyst class is: 353. (4) Reactant: [NH2:1][C:2]1[CH:7]=[CH:6][CH:5]=[C:4](SC)[CH:3]=1.[CH2:10](N(CC)CC)C.Cl[C:18]([O:20][C:21]1[CH:26]=[CH:25][CH:24]=[CH:23][CH:22]=1)=[O:19].ClC1C=CC=C(C(OO)=O)C=1.[S:38]([O-:42])([O-])(=[O:40])=S.[Na+].[Na+]. Product: [CH3:10][S:38]([C:4]1[CH:3]=[C:2]([NH:1][C:18](=[O:19])[O:20][C:21]2[CH:26]=[CH:25][CH:24]=[CH:23][CH:22]=2)[CH:7]=[CH:6][CH:5]=1)(=[O:42])=[O:40]. The catalyst class is: 253. (5) Reactant: [NH2:1][CH2:2][CH2:3][O:4][CH:5]([CH2:8][OH:9])[CH2:6][OH:7].[C:10](O[C:10]([O:12][C:13]([CH3:16])([CH3:15])[CH3:14])=[O:11])([O:12][C:13]([CH3:16])([CH3:15])[CH3:14])=[O:11].[K]. Product: [OH:7][CH2:6][CH:5]([O:4][CH2:3][CH2:2][NH:1][C:10](=[O:11])[O:12][C:13]([CH3:16])([CH3:15])[CH3:14])[CH2:8][OH:9]. The catalyst class is: 24.